This data is from Reaction yield outcomes from USPTO patents with 853,638 reactions. The task is: Predict the reaction yield, written as a fraction of the theoretical maximum amount of product (1.0 means a 100% yield; for example, 0.34 means a 34% yield). (1) The reactants are [Cl-].[Ce+3].[Cl-].[Cl-].[BH4-:5].[Na+].[F:7][C:8]1[CH:13]=[CH:12][C:11]([PH:14](=O)[C:15]2[CH:20]=[CH:19][C:18]([F:21])=[CH:17][CH:16]=2)=[CH:10][CH:9]=1.[H-].[Al+3].[Li+].[H-].[H-].[H-].Cl. The catalyst is C1COCC1.C1(C)C=CC=CC=1.O. The product is [F:21][C:18]1[CH:19]=[CH:20][C:15]([PH:14][C:11]2[CH:12]=[CH:13][C:8]([F:7])=[CH:9][CH:10]=2)=[CH:16][CH:17]=1.[BH3:5]. The yield is 0.204. (2) The reactants are [Cl:1][C:2]1[N:7]=[C:6](Cl)[C:5]([CH3:9])=[CH:4][N:3]=1.Cl.[NH2:11][CH:12]1[CH2:17][CH2:16][N:15]([C:18]2[CH:25]=[CH:24][C:21]([C:22]#[N:23])=[CH:20][N:19]=2)[CH2:14][CH2:13]1. The catalyst is CCO. The product is [Cl:1][C:2]1[N:7]=[C:6]([NH:11][CH:12]2[CH2:17][CH2:16][N:15]([C:18]3[CH:25]=[CH:24][C:21]([C:22]#[N:23])=[CH:20][N:19]=3)[CH2:14][CH2:13]2)[C:5]([CH3:9])=[CH:4][N:3]=1. The yield is 0.607. (3) The yield is 0.600. The product is [NH2:10][CH2:11][CH2:12][CH2:13][CH2:14][C:15]1[CH:20]=[CH:19][C:18]([O:21][CH2:22][C:23]([N:24]([CH3:25])[CH3:26])=[O:27])=[CH:17][CH:16]=1. The reactants are C(OC(=O)[NH:10][CH2:11][CH2:12][CH2:13][CH2:14][C:15]1[CH:20]=[CH:19][C:18]([O:21][CH2:22][C:23](=[O:27])[N:24]([CH3:26])[CH3:25])=[CH:17][CH:16]=1)C1C=CC=CC=1. The catalyst is C(O)C.[Pd]. (4) The yield is 5.80. The catalyst is C([O-])(=O)C.[Pd+2].C([O-])(=O)C. The reactants are Cl[C:2]1[CH:7]=[CH:6][N:5]2[N:8]=[C:9]([C:23]3[CH:28]=[CH:27][C:26]([O:29][CH3:30])=[CH:25][CH:24]=3)[C:10]([C:11]3[CH:16]=[CH:15][N:14]=[C:13]([NH:17][CH:18]4[CH2:22][CH2:21][CH2:20][CH2:19]4)[N:12]=3)=[C:4]2[CH:3]=1.C1(P(C2C=CC=CC=2)C2C=CC3C(=CC=CC=3)C=2C2C3C(=CC=CC=3)C=CC=2P(C2C=CC=CC=2)C2C=CC=CC=2)C=CC=CC=1.C(=O)([O-])[O-].[Cs+].[Cs+].C(OCC)(=O)C.[CH:89]1([NH2:94])[CH2:93]CC[CH2:90]1. The product is [CH:18]1([NH:17][C:13]2[N:12]=[C:11]([C:10]3[C:9]([C:23]4[CH:28]=[CH:27][C:26]([O:29][CH3:30])=[CH:25][CH:24]=4)=[N:8][N:5]4[CH:6]=[CH:7][C:2]([NH:94][CH:89]([CH3:93])[CH3:90])=[CH:3][C:4]=34)[CH:16]=[CH:15][N:14]=2)[CH2:22][CH2:21][CH2:20][CH2:19]1. (5) The reactants are [CH3:1][N:2]([CH3:28])[C:3]1[C:12]2[C:7](=[CH:8][CH:9]=[CH:10][CH:11]=2)[N:6]=[C:5](/[CH:13]=[CH:14]/[C:15]2[N:20]=[C:19]([CH:21]=O)[CH:18]=[C:17]([N:23]3[CH2:27][CH2:26][CH2:25][CH2:24]3)[N:16]=2)[N:4]=1.[CH:29]1([NH2:32])[CH2:31][CH2:30]1.C(O[BH-](OC(=O)C)OC(=O)C)(=O)C.[Na+].C(=O)(O)[O-].[Na+]. The catalyst is ClCCl. The product is [CH:29]1([NH:32][CH2:21][C:19]2[CH:18]=[C:17]([N:23]3[CH2:27][CH2:26][CH2:25][CH2:24]3)[N:16]=[C:15](/[CH:14]=[CH:13]/[C:5]3[N:4]=[C:3]([N:2]([CH3:28])[CH3:1])[C:12]4[C:7](=[CH:8][CH:9]=[CH:10][CH:11]=4)[N:6]=3)[N:20]=2)[CH2:31][CH2:30]1. The yield is 0.470. (6) The reactants are [CH2:1]([O:3][CH:4]([O:11][CH2:12][CH3:13])[CH2:5][C:6]([O:8]CC)=[O:7])[CH3:2].[OH-].[Na+].Cl. The catalyst is O. The product is [CH2:12]([O:11][CH:4]([O:3][CH2:1][CH3:2])[CH2:5][C:6]([OH:8])=[O:7])[CH3:13]. The yield is 0.700. (7) The catalyst is CO. The product is [Br:18][C:4]1[CH:5]=[C:6]([C:10]2[CH:11]=[C:12]([CH:15]=[CH:16][CH:17]=2)[C:13]#[N:14])[C:7]([CH3:9])=[N:8][C:3]=1[O:2][CH3:1]. The yield is 0.300. The reactants are [CH3:1][O:2][C:3]1[N:8]=[C:7]([CH3:9])[C:6]([C:10]2[CH:11]=[C:12]([CH:15]=[CH:16][CH:17]=2)[C:13]#[N:14])=[CH:5][CH:4]=1.[Br:18]N1C(=O)CCC1=O. (8) The reactants are C(O)C.[C:4]([C:7]1[CH:8]=[CH:9][C:10]([O:30]CC2C=CC=CC=2)=[C:11]([CH:29]=1)[C:12]([NH:14][C:15]1[CH:20]=[C:19]([C:21]([F:24])([F:23])[F:22])[CH:18]=[C:17]([C:25]([F:28])([F:27])[F:26])[CH:16]=1)=[O:13])(=[O:6])[CH3:5]. The catalyst is [C].[Pd].O1CCCC1. The product is [C:4]([C:7]1[CH:8]=[CH:9][C:10]([OH:30])=[C:11]([CH:29]=1)[C:12]([NH:14][C:15]1[CH:16]=[C:17]([C:25]([F:26])([F:27])[F:28])[CH:18]=[C:19]([C:21]([F:22])([F:23])[F:24])[CH:20]=1)=[O:13])(=[O:6])[CH3:5]. The yield is 0.470.